This data is from Forward reaction prediction with 1.9M reactions from USPTO patents (1976-2016). The task is: Predict the product of the given reaction. (1) Given the reactants Cl[C:2]1[C:11]2[C:6](=[CH:7][C:8]([O:14][CH2:15][CH2:16][CH2:17][N:18]3[CH2:22][CH2:21][CH2:20][CH2:19]3)=[C:9]([O:12][CH3:13])[CH:10]=2)[N:5]=[CH:4][N:3]=1.[OH:23][C:24]1[CH:25]=[C:26]2[CH:32]=[CH:31][NH:30][C:27]2=[N:28][CH:29]=1.C(=O)([O-])[O-].[K+].[K+].[OH-].[Na+], predict the reaction product. The product is: [CH3:13][O:12][C:9]1[CH:10]=[C:11]2[C:6](=[CH:7][C:8]=1[O:14][CH2:15][CH2:16][CH2:17][N:18]1[CH2:22][CH2:21][CH2:20][CH2:19]1)[N:5]=[CH:4][N:3]=[C:2]2[O:23][C:24]1[CH:25]=[C:26]2[CH:32]=[CH:31][NH:30][C:27]2=[N:28][CH:29]=1. (2) Given the reactants [CH:1]1([C@H:4]2[O:9][C@@H:8]([C:10]3[CH:19]=[CH:18][C:13]([C:14]([O:16]C)=[O:15])=[CH:12][CH:11]=3)[CH2:7][CH:6]([NH:20][C:21]([C:23]3([C:26]4[CH:36]=[CH:35][C:29]5[O:30][C:31]([F:34])([F:33])[O:32][C:28]=5[CH:27]=4)[CH2:25][CH2:24]3)=[O:22])[CH2:5]2)[CH2:3][CH2:2]1, predict the reaction product. The product is: [CH:1]1([CH:4]2[O:9][CH:8]([C:10]3[CH:11]=[CH:12][C:13]([C:14]([OH:16])=[O:15])=[CH:18][CH:19]=3)[CH2:7][CH:6]([NH:20][C:21]([C:23]3([C:26]4[CH:36]=[CH:35][C:29]5[O:30][C:31]([F:33])([F:34])[O:32][C:28]=5[CH:27]=4)[CH2:25][CH2:24]3)=[O:22])[CH2:5]2)[CH2:3][CH2:2]1. (3) Given the reactants [C:1]([N:3]1[CH2:6][CH:5]([C:7]2[O:11][N:10]=[C:9]([C:12]3[CH:13]=[CH:14][C:15]([CH3:30])=[C:16]([NH:18][C:19]([C:21]4[N:25]5[CH:26]=[CH:27][CH:28]=[CH:29][C:24]5=[N:23][CH:22]=4)=[O:20])[CH:17]=3)[N:8]=2)[CH2:4]1)#[N:2].Cl.[NH2:32][OH:33].CCN(C(C)C)C(C)C, predict the reaction product. The product is: [OH:33][N:32]=[C:1]([N:3]1[CH2:4][CH:5]([C:7]2[O:11][N:10]=[C:9]([C:12]3[CH:13]=[CH:14][C:15]([CH3:30])=[C:16]([NH:18][C:19]([C:21]4[N:25]5[CH:26]=[CH:27][CH:28]=[CH:29][C:24]5=[N:23][CH:22]=4)=[O:20])[CH:17]=3)[N:8]=2)[CH2:6]1)[NH2:2]. (4) Given the reactants [N:1]([CH:4]1[C:10]2[CH:11]=[CH:12][CH:13]=[CH:14][C:9]=2[CH:8]=[N:7][N:6]([CH3:15])[C:5]1=[O:16])=[N+]=[N-], predict the reaction product. The product is: [NH2:1][CH:4]1[C:10]2[CH:11]=[CH:12][CH:13]=[CH:14][C:9]=2[CH:8]=[N:7][N:6]([CH3:15])[C:5]1=[O:16]. (5) Given the reactants [CH2:1]([NH:3][C:4]([NH:6][C:7]1[CH:12]=[CH:11][C:10]([C:13]2[N:14]=[C:15]([N:24]3[CH2:29][CH2:28][O:27][CH2:26][CH2:25]3)[C:16]3[CH2:22][CH2:21][N:20]([CH3:23])[CH2:19][C:17]=3[N:18]=2)=[CH:9][CH:8]=1)=[O:5])[CH3:2].[OH:30][CH:31]1[CH2:36][CH2:35]C(=O)[CH2:33][CH2:32]1.[BH-](OC(C)=O)(OC(C)=O)OC(C)=O.[Na+], predict the reaction product. The product is: [CH2:1]([NH:3][C:4]([NH:6][C:7]1[CH:8]=[CH:9][C:10]([C:13]2[N:14]=[C:15]([N:24]3[CH2:29][CH2:28][O:27][CH2:26][CH2:25]3)[C:16]3[CH2:22][CH2:21][N:20]([CH:23]4[CH2:35][CH2:36][CH:31]([OH:30])[CH2:32][CH2:33]4)[CH2:19][C:17]=3[N:18]=2)=[CH:11][CH:12]=1)=[O:5])[CH3:2].[CH2:1]([NH:3][C:4]([NH:6][C:7]1[CH:8]=[CH:9][C:10]([C:13]2[N:14]=[C:15]([N:24]3[CH2:29][CH2:28][O:27][CH2:26][CH2:25]3)[C:16]3[CH2:22][CH2:21][N:20]([CH3:23])[CH2:19][C:17]=3[N:18]=2)=[CH:11][CH:12]=1)=[O:5])[CH3:2].